This data is from Reaction yield outcomes from USPTO patents with 853,638 reactions. The task is: Predict the reaction yield, written as a fraction of the theoretical maximum amount of product (1.0 means a 100% yield; for example, 0.34 means a 34% yield). The reactants are C(N(CC)CC)C.[F:8][C@@H:9]1[C@@H:14]([OH:15])[CH2:13][CH2:12][N:11]([C:16]([O:18][C:19]([CH3:22])([CH3:21])[CH3:20])=[O:17])[CH2:10]1.[CH3:23][S:24](Cl)(=[O:26])=[O:25]. The catalyst is ClCCl. The product is [F:8][C@@H:9]1[C@@H:14]([O:15][S:24]([CH3:23])(=[O:26])=[O:25])[CH2:13][CH2:12][N:11]([C:16]([O:18][C:19]([CH3:22])([CH3:21])[CH3:20])=[O:17])[CH2:10]1. The yield is 0.930.